This data is from Reaction yield outcomes from USPTO patents with 853,638 reactions. The task is: Predict the reaction yield, written as a fraction of the theoretical maximum amount of product (1.0 means a 100% yield; for example, 0.34 means a 34% yield). (1) The reactants are [F:1][C:2]1[CH:7]=[CH:6][CH:5]=[C:4]([F:8])[C:3]=1[N:9]1[C:14]2[N:15]=[C:16]([N:29]3[CH2:34][CH2:33][CH:32]([N:35]4[CH2:40][CH2:39][CH:38]([CH3:41])[CH2:37][CH2:36]4)[CH2:31][CH2:30]3)[N:17]=[C:18]([C:19]3[CH:20]=[C:21]([CH:25]=[CH:26][C:27]=3[CH3:28])[C:22]([OH:24])=O)[C:13]=2[CH:12]=[CH:11][C:10]1=[O:42].CN(C(ON1N=NC2C=CC=CC1=2)=[N+](C)C)C.F[P-](F)(F)(F)(F)F.C(N(CC)CC)C.[C:74]([NH2:78])([CH3:77])([CH3:76])[CH3:75]. The catalyst is CN(C=O)C. The product is [F:8][C:4]1[CH:5]=[CH:6][CH:7]=[C:2]([F:1])[C:3]=1[N:9]1[C:14]2[N:15]=[C:16]([N:29]3[CH2:34][CH2:33][CH:32]([N:35]4[CH2:36][CH2:37][CH:38]([CH3:41])[CH2:39][CH2:40]4)[CH2:31][CH2:30]3)[N:17]=[C:18]([C:19]3[CH:20]=[C:21]([CH:25]=[CH:26][C:27]=3[CH3:28])[C:22]([NH:78][C:74]([CH3:77])([CH3:76])[CH3:75])=[O:24])[C:13]=2[CH:12]=[CH:11][C:10]1=[O:42]. The yield is 0.510. (2) The reactants are O1[C:5]2([CH2:10][CH2:9][CH:8]([N:11]3[C:16](=[O:17])[C:15]([CH2:18][C:19]4[CH:24]=[CH:23][C:22]([C:25]5[C:26]([C:31]#[N:32])=[CH:27][CH:28]=[CH:29][CH:30]=5)=[CH:21][C:20]=4[F:33])=[C:14]([CH2:34][CH2:35][CH3:36])[N:13]4[N:37]=[CH:38][CH:39]=[C:12]34)[CH2:7][CH2:6]2)[O:4]CC1.Cl.[OH-].[Na+]. The catalyst is O1CCCC1.C(OCC)(=O)C. The product is [F:33][C:20]1[CH:21]=[C:22]([C:25]2[C:26]([C:31]#[N:32])=[CH:27][CH:28]=[CH:29][CH:30]=2)[CH:23]=[CH:24][C:19]=1[CH2:18][C:15]1[C:16](=[O:17])[N:11]([C@H:8]2[CH2:9][CH2:10][C@H:5]([OH:4])[CH2:6][CH2:7]2)[C:12]2[N:13]([N:37]=[CH:38][CH:39]=2)[C:14]=1[CH2:34][CH2:35][CH3:36]. The yield is 0.910. (3) The reactants are Cl[C:2]1[CH:7]=[C:6]([NH:8][C@@H:9]2[CH2:14][CH2:13][C@H:12]([C:15]([OH:17])=[O:16])[CH2:11][CH2:10]2)[C:5]([N+:18]([O-:20])=[O:19])=[CH:4][N:3]=1.[CH2:21]([O:28][CH2:29][CH2:30][OH:31])[C:22]1[CH:27]=[CH:26][CH:25]=[CH:24][CH:23]=1.C(=O)([O-])[O-].[Cs+].[Cs+].[CH2:38]1OCCOCCOCCOCCOCCO[CH2:39]1.S(Cl)(Cl)=O. The catalyst is C1(C)C=CC=CC=1. The product is [CH2:21]([O:28][CH2:29][CH2:30][O:31][C:2]1[CH:7]=[C:6]([NH:8][C@@H:9]2[CH2:14][CH2:13][C@H:12]([C:15]([O:17][CH2:38][CH3:39])=[O:16])[CH2:11][CH2:10]2)[C:5]([N+:18]([O-:20])=[O:19])=[CH:4][N:3]=1)[C:22]1[CH:27]=[CH:26][CH:25]=[CH:24][CH:23]=1. The yield is 0.760.